Dataset: Catalyst prediction with 721,799 reactions and 888 catalyst types from USPTO. Task: Predict which catalyst facilitates the given reaction. (1) Reactant: [Br:1][C:2]1[CH:3]=[C:4]2[C:13](=[CH:14][CH:15]=1)[C:7]1([CH2:12][CH2:11][O:10][CH2:9][CH2:8]1)[CH:6]=[C:5]2[C:16](=O)[CH3:17].C(O[CH:24]([N:28]([CH3:30])C)[N:25](C)C)(C)(C)C.Cl.[NH2:32]C(N)=N.CO[Na].C([O-])(O)=O.[Na+]. The catalyst class is: 259. Product: [Br:1][C:2]1[CH:3]=[C:4]2[C:13](=[CH:14][CH:15]=1)[C:7]1([CH2:12][CH2:11][O:10][CH2:9][CH2:8]1)[CH:6]=[C:5]2[C:16]1[CH:17]=[CH:30][N:28]=[C:24]([NH2:25])[N:32]=1. (2) Reactant: [C:1]([C:4]1[C:5](=O)[C:6]2[C:14](=[CH:15][CH:16]=1)[C:13]1[C:8](=[CH:9][CH:10]=[CH:11][CH:12]=1)[CH:7]=2)([OH:3])=[O:2].C(O)COCCO.[OH-].[Na+].O.NN. Product: [C:1]([C:4]1[CH:16]=[CH:15][C:14]2[C:13]3[C:8](=[CH:9][CH:10]=[CH:11][CH:12]=3)[CH2:7][C:6]=2[CH:5]=1)([OH:3])=[O:2]. The catalyst class is: 6. (3) Reactant: [C:1]1([N:7]=[C:8]=[S:9])[CH:6]=[CH:5][CH:4]=[CH:3][CH:2]=1.[CH2:10]([O:12][C:13]([C:15]1[C:20]([O:21][CH2:22][CH3:23])=[C:19]([N:24]2[CH2:29][CH2:28][O:27][CH2:26][CH2:25]2)[N:18]=[C:17]([C:30]2[CH:35]=[CH:34][C:33]([NH2:36])=[CH:32][CH:31]=2)[N:16]=1)=[O:14])[CH3:11]. Product: [CH2:10]([O:12][C:13]([C:15]1[C:20]([O:21][CH2:22][CH3:23])=[C:19]([N:24]2[CH2:25][CH2:26][O:27][CH2:28][CH2:29]2)[N:18]=[C:17]([C:30]2[CH:31]=[CH:32][C:33]([NH:36][C:8]([NH:7][C:1]3[CH:6]=[CH:5][CH:4]=[CH:3][CH:2]=3)=[S:9])=[CH:34][CH:35]=2)[N:16]=1)=[O:14])[CH3:11]. The catalyst class is: 22.